This data is from Drug-target binding data from BindingDB using Ki measurements. The task is: Regression. Given a target protein amino acid sequence and a drug SMILES string, predict the binding affinity score between them. We predict pKi (pKi = -log10(Ki in M); higher means stronger inhibition). Dataset: bindingdb_ki. (1) The small molecule is O=C1NCN(c2ccccc2)C12CCN(CC1COc3ccccc3O1)CC2. The target protein (O77830) has sequence AIAAVITFLILFTIFGNALVILAVLTSRSLRAPQNLFLVSLAAADILVATLIIPFSLANELLGYWYFRRTWCEVYLALDVLFCTSSIVHLCAISLDRYWAVSRALEYNCKRTPRRIKCIILTVWLIAAAISLPPLIYKGDQGPQPHGAPQCKLNQEAWYILSSSLGSFFVPCLIMILVYLRIYLIAKRSHRRGPRAKGGPGEGESRQACPVPGGPSASAKLPTLATPVASASEANGPSKPAGEKEEGETPEDPGTQALPPGWATLPNSGQGQKEGVSGASLEEEAEEEEEEEEEEDEPQAVPVSPASVGSPPLQQPQGSRVLATLRGQVLVGRGVGAMSGQWWRRRAQLSREKRFTFVLAVVIGVFVLCWFPFFFSYSLSAICPQQCRVPHGLF. The pKi is 6.8. (2) The small molecule is O=C(NCc1cccc(CNC(=O)OCCCc2cnc[nH]2)c1)OCCCc1cnc[nH]1. The target protein (Q9QYN8) has sequence MERAPPDGLMNASGTLAGEAAAAGGARGFSAAWTAVLAALMALLIVATVLGNALVMLAFVADSSLRTQNNFFLLNLAISDFLVGAFCIPLYVPYVLTGRWTFGRGLCKLWLVVDYLLCASSVFNIVLISYDRFLSVTRAVSYRAQQGDTRRAVRKMALVWVLAFLLYGPAILSWEYLSGGSSIPEGHCYAEFFYNWYFLITASTLEFFTPFLSVTFFNLSIYLNIQRRTRLRLDGGREAGPEPPPDAQPSPPPAPPSCWGCWPKGHGEAMPLHRYGVGEAGPGVEAGEAALGGGSGGGAAASPTSSSGSSSRGTERPRSLKRGSKPSASSASLEKRMKMVSQSITQRFRLSRDKKVAKSLAIIVSIFGLCWAPYTLLMIIRAACHGRCIPDYWYETSFWLLWANSAVNPVLYPLCHYSFRRAFTKLLCPQKLKVQPHGSLEQCWK. The pKi is 7.3. (3) The drug is CC[C@H](C)[C@H](NC(=O)[C@H](CCCNC(=N)N)NC(=O)[C@H](CCCNC(=N)N)NC(=O)[C@H](CC(C)C)NC(=O)[C@H](Cc1ccccc1)NC(=O)CNC(=O)CNC(=O)[C@@H](N)Cc1ccc(O)cc1)C(=O)N[C@@H](CCCNC(=N)N)C(=O)N1CCC[C@H]1C(=O)N[C@@H](CCCCN)C(=O)N[C@@H](CC(C)C)C(=O)N[C@@H](CCCCN)C(=O)O. The target protein sequence is MDSPIQIFRGEPGPTCAPSACLPPNSSAWFPGWAEPDSNGSAGSEDAQLEPAHISPAIPVIITAVYSVVFVVGLVGNSLVMFVIIRYTKMKTATNIYIFNLALADALVTTTMPFQSTVYLMNSWPFGDVLCKIVISINYYNMFTSIFTLTMMSVDRYIAVCHPVKALDFRTPLKAKIINICIWLLSSSVGISAIVLGGTKVREDVDVIECSLQFPDDDYSWWDLFMKICVFIFAFVIPVLIIIVCYTLMILRLKSVRLLSGSREKDRNLRRITRLVLVVVAVFVVCWTPIHIFILVEALGSTSHSTAALSSYYFCIALGYTNSSLNPILYAFLDENFKRCFRDFCFPLKMRMERQSTSRVRNTVQDPAYLRDIDGMNKPV. The pKi is 5.8. (4) The drug is CC(=O)N[C@@H]1NC[C@H](CO)[C@H](O)[C@@H]1O. The target protein sequence is MTTGAAPDRKAPVRPTPLDRVIPAPASVDPGGAPYRITRGTHIRVDDSREARRVGDYLADLLRPATGYRLPVTAHGHGGIRLRLAGGPYGDEGYRLDSGPAGVTITARKAAGLFHGVQTLRQLLPPAVEKDSAQPGPWLVAGGTIEDTPRYAWRSAMLDVSRHFFGVDEVKRYIDRVARYKYNKLHLHLSDDQGWRIAIDSWPRLATYGGSTEVGGGPGGYYTKAEYKEIVRYAASRHLEVVPEIDMPGHTNAALASYAELNCDGVAPPLYTGTKVGFSSLCVDKDVTYDFVDDVIGELAALTPGRYLHIGGDEAHSTPKADFVAFMKRVQPIVAKYGKTVVGWHQLAGAEPVEGALVQYWGLDRTGDAEKAEVAEAARNGTGLILSPADRTYLDMKYTKDTPLGLSWAGYVEVQRSYDWDPAGYLPGAPADAVRGVEAPLWTETLSDPDQLDYMAFPRLPGVAELGWSPASTHDWDTYKVRLAAQAPYWEAAGIDFYRS.... The pKi is 4.7. (5) The drug is N=C(N)c1ccc(OCCCCCOc2ccccc2)cc1. The target protein (P08001) has sequence MLPTAVLLVLAVSVAARDNATCDGPCGLRFRQKLESGMRVVGGMSAEPGAWPWMVSLQIFMYHNNRRYHTCGGILLNSHWVLTAAHCFKNKKKVTDWRLIFGANEVVWGSNKPVKPPLQERFVEEIIIHEKYVSGLEINDIALIKITPPVPCGPFIGPGCLPQFKAGPPRAPQTCWVTGWGYLKEKGPRTSPTLQEARVALIDLELCNSTRWYNGRIRSTNVCAGYPRGKIDTCQGDSGGPLMCRDRAENTFVVVGITSWGVGCARAKRPGVYTSTWPYLNWIASKIGSNALQMVQLGTPPRPSTPAPPVRPPSVQTPVRPPWYFQRPPGPSQQPGSRPRPPAPPPAPPPPPPPPPPPPPPPPPPPQQVSAKPPQALSFAKRLQQLIEALKGTAFSSGRSYYETETTDLQELPAS. The pKi is 6.5. (6) The small molecule is CC(C)n1nc(C(=O)NCC2CCNCC2)c2ccccc21. The target protein (Q13639) has sequence MDKLDANVSSEEGFGSVEKVVLLTFLSTVILMAILGNLLVMVAVCWDRQLRKIKTNYFIVSLAFADLLVSVLVMPFGAIELVQDIWIYGEVFCLVRTSLDVLLTTASIFHLCCISLDRYYAICCQPLVYRNKMTPLRIALMLGGCWVIPTFISFLPIMQGWNNIGIIDLIEKRKFNQNSNSTYCVFMVNKPYAITCSVVAFYIPFLLMVLAYYRIYVTAKEHAHQIQMLQRAGASSESRPQSADQHSTHRMRTETKAAKTLCIIMGCFCLCWAPFFVTNIVDPFIDYTVPGQVWTAFLWLGYINSGLNPFLYAFLNKSFRRAFLIILCCDDERYRRPSILGQTVPCSTTTINGSTHVLRDAVECGGQWESQCHPPATSPLVAAQPSDT. The pKi is 8.1. (7) The pKi is 9.0. The drug is CC[C@H](C)[C@@H]1NC(=O)[C@@H]2CCCN2C(=O)[C@@H]2CCCN2C(=O)[C@H]([C@@H](C)CC)NC(=O)[C@H](CO)NC(=O)[C@H](CCCCN)NC(=O)[C@H]([C@@H](C)O)NC(=O)[C@@H]2CSSC[C@H](NC1=O)C(=O)N[C@@H](Cc1ccccc1)C(=O)N1CCC[C@H]1C(=O)N[C@@H](CC(=O)O)C(=O)NCC(=O)N[C@@H](CCCNC(=N)N)C(=O)N2. The target protein (P00760) has sequence MKTFIFLALLGAAVAFPVDDDDKIVGGYTCGANTVPYQVSLNSGYHFCGGSLINSQWVVSAAHCYKSGIQVRLGEDNINVVEGNEQFISASKSIVHPSYNSNTLNNDIMLIKLKSAASLNSRVASISLPTSCASAGTQCLISGWGNTKSSGTSYPDVLKCLKAPILSDSSCKSAYPGQITSNMFCAGYLEGGKDSCQGDSGGPVVCSGKLQGIVSWGSGCAQKNKPGVYTKVCNYVSWIKQTIASN. (8) The drug is C=CC1C[C@]1(NC(=O)C1C[C@@H](Oc2cc(-c3csc(NC(=O)C(C)C)n3)nc3cc(OC)ccc23)CN1C(=O)[C@@H](NC(=O)OC1CCCC1)C(C)(C)C)C(=O)O. The target protein sequence is APITAYSQQTRGLLGCIITSLTGRDKNQVEGEVQVVSTATQSFLATCVNGVCWTVYHGAGSKTLAGPKGPITQMYTNVDQDLVGWQAPPGARSLTPCTCGSSDLYLVTRHADVIPVRRRGDSRGSLLSPRPVSYLKGSSGGPLLCPSGHAVGIFRAAVCTRGVAKAVDFVPVESMETTMRASKKKK. The pKi is 8.7. (9) The drug is C[N+]1(C)CCC(OC(=O)C(c2ccccc2)c2ccccc2)CC1. The target protein sequence is MANFTPVNGSSSNQSVRLVTSAHNRYETVEMVFIATVTGSLSLVTVVGNVLVMLSIKVNRQLQTVNNYFLFSLACADLIIGAFSMNLYTVYIIKGYWPLGAVVCDLWLALDYVVSNASVMNLLIISFDRYFCVTKPLTYPARRTTKMAGLMIAAAWVLSFVLWAPAILFWQFVVGKRTVPDNQCFIQFLSNPAVTFGTAIAAFYLPVVIMTVLYIHISLASRSRVHKHRPEGQKEKKAKTLAFLKSPLMKQSVKKPPPGEAAREELRNGKLEEAPPPALPPPPRPMADKDTSNESSSGSATQNTKERPATELSTAEATTPAMSAPPLQPRTLNPASKWSKIQIVTKQTGNECVTAIEIVPATPAGMRPAANVARKFASIARNQVRKKRQMAARERKVTRTIFAILLAFILTWTPYNVMVLVNTFCQSCIPDTVWSIGYWLCYVNSTINPACYALCNATFKKTFRHLLLCQYRNIGTAR. The pKi is 8.8. (10) The compound is O=C1Nc2ccc(S(=O)(=O)NCCCCOP(=O)(O)O)c3cccc1c23. The target protein (P9WHE9) has sequence MKGGAGVPDLPSLDASGVRLAIVASSWHGKICDALLDGARKVAAGCGLDDPTVVRVLGAIEIPVVAQELARNHDAVVALGVVIRGQTPHFDYVCDAVTQGLTRVSLDSSTPIANGVLTTNTEEQALDRAGLPTSAEDKGAQATVAALATALTLRELRAHS. The pKi is 5.0.